The task is: Predict the reactants needed to synthesize the given product.. This data is from Full USPTO retrosynthesis dataset with 1.9M reactions from patents (1976-2016). (1) Given the product [CH3:14][C:4]1[CH:3]=[C:2]([C:20]#[C:19][Si:16]([CH3:18])([CH3:17])[CH3:15])[CH:13]=[CH:12][C:5]=1[CH2:6][N:7]1[CH:11]=[CH:10][N:9]=[CH:8]1, predict the reactants needed to synthesize it. The reactants are: Br[C:2]1[CH:13]=[CH:12][C:5]([CH2:6][N:7]2[CH:11]=[CH:10][N:9]=[CH:8]2)=[C:4]([CH3:14])[CH:3]=1.[CH3:15][Si:16]([C:19]#[CH:20])([CH3:18])[CH3:17].CO.CCOC(C)=O. (2) Given the product [C:1]1(=[CH:5][C:6]2[CH:14]=[CH:13][CH:12]=[C:11]3[C:7]=2[C:8](=[N:41][NH:40][C:39]2[CH:38]=[CH:37][C:36]([S:42]([NH2:45])(=[O:43])=[O:44])=[CH:35][CH:34]=2)[C:9](=[O:15])[NH:10]3)[CH2:4][CH2:3][CH2:2]1, predict the reactants needed to synthesize it. The reactants are: [C:1]1(=[CH:5][C:6]2[CH:14]=[CH:13][CH:12]=[C:11]3[C:7]=2[C:8](=O)[C:9](=[O:15])[NH:10]3)[CH2:4][CH2:3][CH2:2]1.IC1C=CC=C2C=1C(=O)C(=O)N2.C=C1CC=C1.[CH:34]1[C:39]([NH:40][NH2:41])=[CH:38][CH:37]=[C:36]([S:42]([NH2:45])(=[O:44])=[O:43])[CH:35]=1.Cl. (3) The reactants are: [CH3:1][C:2]1[CH:8]=[C:7]([OH:9])[CH:6]=[CH:5][C:3]=1[OH:4].[C:10](Cl)(=[O:17])[C:11]1[CH:16]=[CH:15][CH:14]=[CH:13][CH:12]=1. Given the product [C:10]([O:9][C:7]1[CH:6]=[CH:5][C:3]([OH:4])=[C:2]([CH3:1])[CH:8]=1)(=[O:17])[C:11]1[CH:16]=[CH:15][CH:14]=[CH:13][CH:12]=1, predict the reactants needed to synthesize it. (4) Given the product [NH2:26][CH2:25][C:24]1[CH:23]=[C:22]([CH:36]=[CH:35][CH:34]=1)[CH2:21][N:8]([CH2:7][C:4]1[CH:5]=[CH:6][C:1]([C:37]2[CH:38]=[CH:39][CH:40]=[CH:41][CH:42]=2)=[CH:2][CH:3]=1)[S:9]([C:12]1[CH:17]=[C:16]([Cl:18])[CH:15]=[C:14]([Cl:19])[C:13]=1[OH:20])(=[O:11])=[O:10], predict the reactants needed to synthesize it. The reactants are: [C:1]1([C:37]2[CH:42]=[CH:41][CH:40]=[CH:39][CH:38]=2)[CH:6]=[CH:5][C:4]([CH2:7][N:8]([CH2:21][C:22]2[CH:23]=[C:24]([CH:34]=[CH:35][CH:36]=2)[CH2:25][NH:26]C(=O)OC(C)(C)C)[S:9]([C:12]2[CH:17]=[C:16]([Cl:18])[CH:15]=[C:14]([Cl:19])[C:13]=2[OH:20])(=[O:11])=[O:10])=[CH:3][CH:2]=1.C(O)(C(F)(F)F)=O. (5) Given the product [C:9]([O:8][C:7]([NH:1][CH2:2][CH2:3][CH2:4][CH2:5][OH:6])=[O:13])([CH3:12])([CH3:11])[CH3:10], predict the reactants needed to synthesize it. The reactants are: [NH2:1][CH2:2][CH2:3][CH2:4][CH2:5][OH:6].[C:7](=O)([O:13]C(C)(C)C)[O:8][C:9]([CH3:12])([CH3:11])[CH3:10]. (6) Given the product [Br:19][C:5]1[C:4]2[C:9](=[CH:10][CH:11]=[C:2]([Cl:1])[C:3]=2[F:16])[N:8]=[CH:7][C:6]=1[N+:12]([O-:14])=[O:13], predict the reactants needed to synthesize it. The reactants are: [Cl:1][C:2]1[C:3]([F:16])=[C:4]2[C:9](=[CH:10][CH:11]=1)[N:8]=[CH:7][C:6]([N+:12]([O-:14])=[O:13])=[C:5]2O.P(Br)(Br)([Br:19])=O. (7) Given the product [ClH:1].[CH:18]([N:21]1[CH2:26][CH2:25][N:24]([C:2]2[N:7]=[CH:6][C:5]([C:8]3[CH:13]=[CH:12][C:11]([C:14]([F:17])([F:16])[F:15])=[CH:10][CH:9]=3)=[CH:4][N:3]=2)[CH2:23][CH2:22]1)([CH3:20])[CH3:19], predict the reactants needed to synthesize it. The reactants are: [Cl:1][C:2]1[N:7]=[CH:6][C:5]([C:8]2[CH:13]=[CH:12][C:11]([C:14]([F:17])([F:16])[F:15])=[CH:10][CH:9]=2)=[CH:4][N:3]=1.[CH:18]([N:21]1[CH2:26][CH2:25][NH:24][CH2:23][CH2:22]1)([CH3:20])[CH3:19].